Dataset: Reaction yield outcomes from USPTO patents with 853,638 reactions. Task: Predict the reaction yield, written as a fraction of the theoretical maximum amount of product (1.0 means a 100% yield; for example, 0.34 means a 34% yield). (1) The reactants are [F:1][C:2]1[CH:7]=[CH:6][C:5]([C:8]2[N:9]=[C:10]([CH:21]=[O:22])[N:11]([CH2:13][O:14][CH2:15][CH2:16][Si:17]([CH3:20])([CH3:19])[CH3:18])[CH:12]=2)=[CH:4][CH:3]=1.[BH4-].[Na+]. The catalyst is CO. The product is [F:1][C:2]1[CH:7]=[CH:6][C:5]([C:8]2[N:9]=[C:10]([CH2:21][OH:22])[N:11]([CH2:13][O:14][CH2:15][CH2:16][Si:17]([CH3:18])([CH3:19])[CH3:20])[CH:12]=2)=[CH:4][CH:3]=1. The yield is 0.420. (2) The reactants are Br[C:2]1[CH:11]=[CH:10][CH:9]=[C:8]2[C:3]=1[CH:4]=[CH:5][N:6]=[CH:7]2.C([Li])CCC.[C:17](OCC)(=[O:23])[C:18]([O:20][CH2:21][CH3:22])=[O:19].[NH4+].[Cl-]. The catalyst is C1COCC1.ClCCl. The product is [CH:7]1[C:8]2[C:3](=[C:2]([C:17](=[O:23])[C:18]([O:20][CH2:21][CH3:22])=[O:19])[CH:11]=[CH:10][CH:9]=2)[CH:4]=[CH:5][N:6]=1. The yield is 0.350. (3) The reactants are Br[C:2]1[C:3]([CH3:15])=[C:4]([O:13][CH3:14])[C:5]2[O:9][CH:8]([CH3:10])[CH2:7][C:6]=2[C:11]=1[CH3:12].[CH3:16][O:17][C:18]1[CH:23]=[CH:22][C:21]([N:24]2[CH2:29][CH2:28][NH:27][CH2:26][CH2:25]2)=[CH:20][CH:19]=1. No catalyst specified. The product is [CH3:16][O:17][C:18]1[CH:19]=[CH:20][C:21]([N:24]2[CH2:29][CH2:28][N:27]([C:2]3[C:3]([CH3:15])=[C:4]([O:13][CH3:14])[C:5]4[O:9][CH:8]([CH3:10])[CH2:7][C:6]=4[C:11]=3[CH3:12])[CH2:26][CH2:25]2)=[CH:22][CH:23]=1. The yield is 0.550. (4) The reactants are FC(F)(F)S(O[C:7]12[CH2:13][CH:10]([CH2:11][CH2:12]1)[CH2:9][C:8]2=[O:14])(=O)=O.C([OH:19])C.O. No catalyst specified. The product is [C:7]12([C:8]([OH:14])=[O:19])[CH2:9][CH:10]([CH2:13]1)[CH2:11][CH2:12]2. The yield is 0.450. (5) The reactants are [Br:1][C:2]1[CH:6]=[N:5][N:4]([CH3:7])[C:3]=1[C:8]1[CH:9]=[C:10]([NH2:16])[CH:11]=[CH:12][C:13]=1[O:14][CH3:15].[CH:17]([C:20]1[CH:25]=[CH:24][C:23]([N:26]=[C:27]=[O:28])=[CH:22][CH:21]=1)([CH3:19])[CH3:18]. The catalyst is C(Cl)Cl. The product is [Br:1][C:2]1[CH:6]=[N:5][N:4]([CH3:7])[C:3]=1[C:8]1[CH:9]=[C:10]([NH:16][C:27]([NH:26][C:23]2[CH:24]=[CH:25][C:20]([CH:17]([CH3:19])[CH3:18])=[CH:21][CH:22]=2)=[O:28])[CH:11]=[CH:12][C:13]=1[O:14][CH3:15]. The yield is 0.500. (6) The reactants are F.F.F.C(N(CC)CC)C.C(N(CC)CC)C.[Si]([O:35][CH2:36][C@H:37]1[O:41][C@@H:40]([N:42]2[CH:49]=[C:48]([CH3:50])[C:46](=[O:47])[NH:45][C:43]2=[O:44])[C@H:39]([O:51][CH2:52][CH2:53][O:54][N:55]([CH3:57])[CH3:56])[C@@H:38]1[OH:58])(C(C)(C)C)(C1C=CC=CC=1)C1C=CC=CC=1.CO. The catalyst is C1COCC1.C(Cl)Cl. The product is [CH3:56][N:55]([CH3:57])[O:54][CH2:53][CH2:52][O:51][C@@H:39]1[C@H:38]([OH:58])[C@@H:37]([CH2:36][OH:35])[O:41][C@H:40]1[N:42]1[CH:49]=[C:48]([CH3:50])[C:46](=[O:47])[NH:45][C:43]1=[O:44]. The yield is 0.925.